From a dataset of Forward reaction prediction with 1.9M reactions from USPTO patents (1976-2016). Predict the product of the given reaction. Given the reactants [CH3:1][NH:2][C@H:3]1[CH2:8][CH2:7][C@H:6]([C:9]#[C:10][CH2:11][OH:12])[CH2:5][CH2:4]1.[Cl:13][C:14]1[N:15]=[N:16][C:17](Cl)=[CH:18][CH:19]=1.C(N(C(C)C)C(C)C)C, predict the reaction product. The product is: [Cl:13][C:14]1[N:15]=[N:16][C:17]([N:2]([CH3:1])[C@H:3]2[CH2:4][CH2:5][C@H:6]([C:9]#[C:10][CH2:11][OH:12])[CH2:7][CH2:8]2)=[CH:18][CH:19]=1.